From a dataset of Catalyst prediction with 721,799 reactions and 888 catalyst types from USPTO. Predict which catalyst facilitates the given reaction. (1) The catalyst class is: 1. Product: [Cl:25][C:22]1[CH:23]=[CH:24][C:19]([C:4]2[N:3]=[C:2]([NH:29][CH:26]([CH3:28])[CH3:27])[N:7]3[C:8](=[O:11])[NH:9][N:10]=[C:6]3[C:5]=2[C:12]2[CH:17]=[CH:16][C:15]([Cl:18])=[CH:14][CH:13]=2)=[CH:20][CH:21]=1. Reactant: Cl[C:2]1[N:7]2[C:8](=[O:11])[NH:9][N:10]=[C:6]2[C:5]([C:12]2[CH:17]=[CH:16][C:15]([Cl:18])=[CH:14][CH:13]=2)=[C:4]([C:19]2[CH:24]=[CH:23][C:22]([Cl:25])=[CH:21][CH:20]=2)[N:3]=1.[CH:26]([NH2:29])([CH3:28])[CH3:27]. (2) Reactant: [F:1][C:2]1[CH:3]=[C:4]([CH:44]=[CH:45][CH:46]=1)[CH2:5][N:6]1[C:10]([CH3:11])=[C:9]([C:12]2[C:20]3[C:15](=[N:16][CH:17]=[C:18]([C:21]4[CH:26]=[CH:25][C:24]([N:27]5[CH2:32][CH2:31][O:30][CH2:29][CH2:28]5)=[CH:23][CH:22]=4)[CH:19]=3)[N:14](S(C3C=CC(C)=CC=3)(=O)=O)[CH:13]=2)[C:8]([CH3:43])=[N:7]1.[OH-].[Li+]. The catalyst class is: 87. Product: [F:1][C:2]1[CH:3]=[C:4]([CH:44]=[CH:45][CH:46]=1)[CH2:5][N:6]1[C:10]([CH3:11])=[C:9]([C:12]2[C:20]3[C:15](=[N:16][CH:17]=[C:18]([C:21]4[CH:22]=[CH:23][C:24]([N:27]5[CH2:28][CH2:29][O:30][CH2:31][CH2:32]5)=[CH:25][CH:26]=4)[CH:19]=3)[NH:14][CH:13]=2)[C:8]([CH3:43])=[N:7]1. (3) Product: [ClH:50].[CH3:1][NH:2][C@@H:10]([CH3:49])[C:11]([NH:13][C@@H:14]1[C:20](=[O:21])[N:19]([CH2:22][C:23]2[C:32]3[C:27](=[CH:28][CH:29]=[CH:30][CH:31]=3)[CH:26]=[CH:25][C:24]=2[CH3:33])[C:18]2[CH:34]=[CH:35][CH:36]=[CH:37][C:17]=2[N:16]([C:38](=[O:48])[C:39]2[CH:40]=[CH:41][C:42]([N+:45]([O-:47])=[O:46])=[CH:43][CH:44]=2)[CH2:15]1)=[O:12]. Reactant: [CH3:1][N:2]([C@@H:10]([CH3:49])[C:11]([NH:13][C@@H:14]1[C:20](=[O:21])[N:19]([CH2:22][C:23]2[C:32]3[C:27](=[CH:28][CH:29]=[CH:30][CH:31]=3)[CH:26]=[CH:25][C:24]=2[CH3:33])[C:18]2[CH:34]=[CH:35][CH:36]=[CH:37][C:17]=2[N:16]([C:38](=[O:48])[C:39]2[CH:44]=[CH:43][C:42]([N+:45]([O-:47])=[O:46])=[CH:41][CH:40]=2)[CH2:15]1)=[O:12])C(=O)OC(C)(C)C.[ClH:50]. The catalyst class is: 12. (4) Reactant: [CH2:1]([C:6]1[CH:11]=[CH:10][C:9]([C:12]2[N:17]=[CH:16][C:15]([S:18]([C:21]3([C:27]([NH:29][O:30]C4CCCCO4)=[O:28])[CH2:26][CH2:25][O:24][CH2:23][CH2:22]3)(=[O:20])=[O:19])=[CH:14][CH:13]=2)=[CH:8][CH:7]=1)[CH2:2][CH2:3][CH2:4][CH3:5].CO.[ClH:39]. Product: [ClH:39].[OH:30][NH:29][C:27]([C:21]1([S:18]([C:15]2[CH:16]=[N:17][C:12]([C:9]3[CH:8]=[CH:7][C:6]([CH2:1][CH2:2][CH2:3][CH2:4][CH3:5])=[CH:11][CH:10]=3)=[CH:13][CH:14]=2)(=[O:20])=[O:19])[CH2:22][CH2:23][O:24][CH2:25][CH2:26]1)=[O:28]. The catalyst class is: 12. (5) Reactant: C(OC([N:8]1[C:12]([C:13]2[CH:18]=[CH:17][C:16]([NH:19][S:20]([CH2:23][CH3:24])(=[O:22])=[O:21])=[CH:15][CH:14]=2)=[CH:11][CH:10]=[C:9]1[C:25]#[N:26])=O)(C)(C)C. Product: [C:25]([C:9]1[NH:8][C:12]([C:13]2[CH:14]=[CH:15][C:16]([NH:19][S:20]([CH2:23][CH3:24])(=[O:22])=[O:21])=[CH:17][CH:18]=2)=[CH:11][CH:10]=1)#[N:26]. The catalyst class is: 44. (6) Reactant: [Cl:1][C:2]1[CH:3]=[C:4]2[C:12](=[C:13]([N+:16]([O-:18])=[O:17])[C:14]=1F)[NH:11][C:10]1[CH:9]=[N:8][CH:7]=[CH:6][C:5]2=1.CN(C=O)C.[CH3:24][S-:25].[Na+].C(=O)(O)[O-].[Na+]. Product: [Cl:1][C:2]1[CH:3]=[C:4]2[C:12](=[C:13]([N+:16]([O-:18])=[O:17])[C:14]=1[S:25][CH3:24])[NH:11][C:10]1[CH:9]=[N:8][CH:7]=[CH:6][C:5]2=1. The catalyst class is: 6. (7) Reactant: [N+:1]([C:4]1[CH:13]=[C:12]2[C:7]([CH2:8][CH2:9][CH2:10][C:11]2=[CH:14][C:15]#[N:16])=[CH:6][CH:5]=1)([O-])=O.[C:17]([O-:20])(=O)[CH3:18].[Na+].[C:22](OC(=O)C)(=[O:24])[CH3:23]. Product: [C:22]([NH:16][CH2:15][CH2:14][CH:11]1[C:12]2[CH:13]=[C:4]([NH:1][C:17](=[O:20])[CH3:18])[CH:5]=[CH:6][C:7]=2[CH2:8][CH2:9][CH2:10]1)(=[O:24])[CH3:23]. The catalyst class is: 181. (8) Reactant: [Cl:1][C:2]1[CH:3]=[C:4]([CH2:9][C:10]([N:12]2[CH:21]3[CH:16]([CH2:17][CH2:18][CH2:19][CH:20]3[N:22]3[CH2:26][CH2:25][CH2:24][CH2:23]3)[NH:15][CH2:14][CH2:13]2)=[O:11])[CH:5]=[CH:6][C:7]=1[Cl:8].Cl[C:28]([O:30][CH3:31])=[O:29]. Product: [CH3:31][O:30][C:28]([N:15]1[CH:16]2[CH:21]([CH:20]([N:22]3[CH2:26][CH2:25][CH2:24][CH2:23]3)[CH2:19][CH2:18][CH2:17]2)[N:12]([C:10](=[O:11])[CH2:9][C:4]2[CH:5]=[CH:6][C:7]([Cl:8])=[C:2]([Cl:1])[CH:3]=2)[CH2:13][CH2:14]1)=[O:29]. The catalyst class is: 2. (9) Reactant: F[C:2]1[CH:7]=[C:6]([O:8][CH3:9])[CH:5]=[CH:4][C:3]=1[C:10]1[NH:19][C:18](=[O:20])[C:17]2[C:12](=[CH:13][C:14]([O:23][CH3:24])=[CH:15][C:16]=2[O:21][CH3:22])[N:11]=1.[N:25]1([CH2:31][CH2:32][NH2:33])[CH2:30][CH2:29][CH2:28][CH2:27][CH2:26]1.C[Si]([N-][Si](C)(C)C)(C)C.[Li+]. Product: [CH3:22][O:21][C:16]1[CH:15]=[C:14]([O:23][CH3:24])[CH:13]=[C:12]2[C:17]=1[C:18](=[O:20])[NH:19][C:10]([C:3]1[CH:4]=[CH:5][C:6]([O:8][CH3:9])=[CH:7][C:2]=1[NH:33][CH2:32][CH2:31][N:25]1[CH2:30][CH2:29][CH2:28][CH2:27][CH2:26]1)=[N:11]2. The catalyst class is: 20. (10) Reactant: [C:1]([C:3]([C:6]1[CH:7]=[C:8]([CH:27]=[CH:28][CH:29]=1)[CH2:9][N:10]1[C:18]2[C:13](=[CH:14][C:15]([C:19]([O:21]CC=C)=[O:20])=[CH:16][CH:17]=2)[C:12]([CH3:25])=[C:11]1[CH3:26])([CH3:5])[CH3:4])#[N:2].N1CCOCC1. Product: [C:1]([C:3]([C:6]1[CH:7]=[C:8]([CH:27]=[CH:28][CH:29]=1)[CH2:9][N:10]1[C:18]2[C:13](=[CH:14][C:15]([C:19]([OH:21])=[O:20])=[CH:16][CH:17]=2)[C:12]([CH3:25])=[C:11]1[CH3:26])([CH3:5])[CH3:4])#[N:2]. The catalyst class is: 176.